Dataset: Forward reaction prediction with 1.9M reactions from USPTO patents (1976-2016). Task: Predict the product of the given reaction. (1) Given the reactants [N:1]1([C:7](Cl)=[O:8])[CH2:6][CH2:5][O:4][CH2:3][CH2:2]1.[CH3:10][CH:11]1[CH2:15][CH2:14][CH2:13][N:12]1[CH2:16][CH2:17][CH2:18][O:19][C:20]1[CH:25]=[CH:24][C:23]([C:26]2[S:27][C:28]3[CH2:34][CH2:33][NH:32][CH2:31][CH2:30][C:29]=3[N:35]=2)=[CH:22][CH:21]=1.C(N(CC)CC)C.C(=O)([O-])[O-].[K+].[K+], predict the reaction product. The product is: [CH3:10][CH:11]1[CH2:15][CH2:14][CH2:13][N:12]1[CH2:16][CH2:17][CH2:18][O:19][C:20]1[CH:21]=[CH:22][C:23]([C:26]2[S:27][C:28]3[CH2:34][CH2:33][N:32]([C:7]([N:1]4[CH2:6][CH2:5][O:4][CH2:3][CH2:2]4)=[O:8])[CH2:31][CH2:30][C:29]=3[N:35]=2)=[CH:24][CH:25]=1. (2) Given the reactants [CH3:1][C:2](=[CH:4][CH2:5][CH2:6][C:7](=[CH:9][CH:10]=[O:11])[CH3:8])[CH3:3].CC(=CCC/C(=C/C=O)/C)C.CC(=CCC/C(=C\C=O)/C)C, predict the reaction product. The product is: [CH3:1][C:2](=[CH:4][CH2:5][CH2:6][CH:7]([CH2:9][CH:10]=[O:11])[CH3:8])[CH3:3]. (3) Given the reactants [NH2:1][C:2]1[CH:3]=[C:4]([CH:16]=[CH:17][C:18]=1Cl)[CH2:5][C:6]1([C:9]([O:11][C:12]([CH3:15])([CH3:14])[CH3:13])=[O:10])[CH2:8][CH2:7]1.[CH:20]1(B(O)O)[CH2:22][CH2:21]1.P([O-])([O-])([O-])=O.[K+].[K+].[K+].C1(P(C2CCCCC2)C2CCCCC2)CCCCC1, predict the reaction product. The product is: [NH2:1][C:2]1[CH:3]=[C:4]([CH:16]=[CH:17][C:18]=1[CH:20]1[CH2:22][CH2:21]1)[CH2:5][C:6]1([C:9]([O:11][C:12]([CH3:15])([CH3:14])[CH3:13])=[O:10])[CH2:8][CH2:7]1. (4) Given the reactants Br[CH2:2][CH2:3][NH:4][C:5](=[O:11])[O:6][C:7]([CH3:10])([CH3:9])[CH3:8].[CH3:12][NH2:13], predict the reaction product. The product is: [CH3:12][NH:13][CH2:2][CH2:3][NH:4][C:5](=[O:11])[O:6][C:7]([CH3:10])([CH3:9])[CH3:8]. (5) Given the reactants [Cl:1][C:2]1[CH:7]=[CH:6][C:5]([CH:8]2[C:12]3[N:13]([CH:22]4[CH2:25][O:24][CH2:23]4)[C:14]([C:16]4[CH2:17][CH2:18][O:19][CH2:20][CH:21]=4)=[N:15][C:11]=3[C:10](=[O:26])[N:9]2[C:27]2[CH:28]=[C:29]([CH3:37])[C:30]3[N:34]=[N:33][N:32]([CH3:35])[C:31]=3[CH:36]=2)=[CH:4][CH:3]=1, predict the reaction product. The product is: [Cl:1][C:2]1[CH:7]=[CH:6][C:5]([CH:8]2[C:12]3[N:13]([CH:22]4[CH2:25][O:24][CH2:23]4)[C:14]([CH:16]4[CH2:17][CH2:18][O:19][CH2:20][CH2:21]4)=[N:15][C:11]=3[C:10](=[O:26])[N:9]2[C:27]2[CH:28]=[C:29]([CH3:37])[C:30]3[N:34]=[N:33][N:32]([CH3:35])[C:31]=3[CH:36]=2)=[CH:4][CH:3]=1.